From a dataset of Reaction yield outcomes from USPTO patents with 853,638 reactions. Predict the reaction yield, written as a fraction of the theoretical maximum amount of product (1.0 means a 100% yield; for example, 0.34 means a 34% yield). The reactants are Br[C:2]1[CH:14]=[C:13]2[C:5]([C:6]3[C:7](=[O:23])[C:8]4[CH:20]=[CH:19][C:18]([O:21][CH3:22])=[CH:17][C:9]=4[C:10]([CH3:16])([CH3:15])[C:11]=3[NH:12]2)=[CH:4][CH:3]=1.[Cu](C#N)[C:25]#[N:26]. The catalyst is CN1C(=O)CCC1.C(OCC)(=O)C. The product is [CH3:22][O:21][C:18]1[CH:19]=[CH:20][C:8]2[C:7](=[O:23])[C:6]3[C:5]4[C:13](=[CH:14][C:2]([C:25]#[N:26])=[CH:3][CH:4]=4)[NH:12][C:11]=3[C:10]([CH3:16])([CH3:15])[C:9]=2[CH:17]=1. The yield is 0.730.